This data is from Reaction yield outcomes from USPTO patents with 853,638 reactions. The task is: Predict the reaction yield, written as a fraction of the theoretical maximum amount of product (1.0 means a 100% yield; for example, 0.34 means a 34% yield). (1) The reactants are [CH3:1][O:2][C:3](=[O:10])[C@H:4]([CH2:6][CH:7]([CH3:9])[CH3:8])[NH2:5].ClCCl.Cl[CH2:15]/[CH:16]=[CH:17]\[CH2:18]Cl. The catalyst is CCCCCC.C(OCC)(=O)C. The product is [CH3:8][CH:7]([CH3:9])[CH2:6][C@H:4]([N:5]1[CH2:18][CH:17]=[CH:16][CH2:15]1)[C:3]([O:2][CH3:1])=[O:10]. The yield is 0.840. (2) The product is [CH2:7]([O:14][C:15]1[N:20]=[CH:19][C:18]([C:21]2[CH:26]=[CH:25][C:24]([CH2:27][C:28]([NH:30][C:31]3[CH:36]=[CH:35][C:34]([CH2:37][C:38]([CH3:45])([CH3:44])[CH2:39][OH:40])=[C:33]([C:46]([F:47])([F:49])[F:48])[CH:32]=3)=[O:29])=[C:23]([F:50])[CH:22]=2)=[C:17]([O:51][CH2:52][CH3:53])[CH:16]=1)[C:8]1[CH:9]=[CH:10][CH:11]=[CH:12][CH:13]=1. The catalyst is C1COCC1. The reactants are [H-].[H-].[H-].[H-].[Li+].[Al+3].[CH2:7]([O:14][C:15]1[N:20]=[CH:19][C:18]([C:21]2[CH:26]=[CH:25][C:24]([CH2:27][C:28]([NH:30][C:31]3[CH:36]=[CH:35][C:34]([CH2:37][C:38]([CH3:45])([CH3:44])[C:39](OCC)=[O:40])=[C:33]([C:46]([F:49])([F:48])[F:47])[CH:32]=3)=[O:29])=[C:23]([F:50])[CH:22]=2)=[C:17]([O:51][CH2:52][CH3:53])[CH:16]=1)[C:8]1[CH:13]=[CH:12][CH:11]=[CH:10][CH:9]=1. The yield is 0.209. (3) The reactants are [Br:1][C:2]1[C:16]([C:17]([OH:19])=O)=[C:6]2[N:7]=[C:8]([C:10]3[CH:15]=[CH:14][CH:13]=[CH:12][CH:11]=3)[O:9][C:5]2=[CH:4][CH:3]=1.Cl.Cl.[NH2:22][CH:23]1[CH2:30][CH:29]2[N:31]([CH3:32])[CH:25]([CH2:26][CH2:27][CH2:28]2)[CH2:24]1.Cl.C(N=C=NCCCN(C)C)C.ON1C2C=CC=CC=2N=N1.C(N(CC)CC)C. The catalyst is CN(C=O)C.ClCCl. The product is [CH3:32][N:31]1[CH:25]2[CH2:26][CH2:27][CH2:28][CH:29]1[CH2:30][CH:23]([NH:22][C:17]([C:16]1[C:2]([Br:1])=[CH:3][CH:4]=[C:5]3[O:9][C:8]([C:10]4[CH:11]=[CH:12][CH:13]=[CH:14][CH:15]=4)=[N:7][C:6]=13)=[O:19])[CH2:24]2. The yield is 0.120. (4) The reactants are C(Cl)(=O)[C:2](Cl)=[O:3].CN(C=O)C.[CH2:12]([O:14][C:15](=[O:19])[CH:16]=[N+:17]=[N-:18])[CH3:13].CCOCC. The catalyst is C(Cl)(Cl)Cl. The product is [CH2:12]([O:14][C:15](=[O:19])[C:16](=[N+:17]=[N-:18])[CH:2]=[O:3])[CH3:13]. The yield is 0.210. (5) The product is [OH:55][C:40]1[C:39]2[C:44](=[CH:45][CH:46]=[C:37]([O:36][CH3:35])[CH:38]=2)[O:43][C:42](=[O:47])[C:41]=1[C:7]1[CH:6]=[CH:5][CH:4]=[C:3]([O:2][CH3:1])[CH:8]=1. The yield is 0.310. The catalyst is COCCOC.C([O-])(=O)C.[Pd+2].C([O-])(=O)C.O. The reactants are [CH3:1][O:2][C:3]1[CH:4]=[C:5](B(O)O)[CH:6]=[CH:7][CH:8]=1.C(P(C(C)(C)C)C(C)(C)C)(C)(C)C.C1(C)C=CC=CC=1.O.[OH-].[Li+].[CH3:35][O:36][C:37]1[CH:38]=[C:39]2[C:44](=[CH:45][CH:46]=1)[O:43][C:42](=[O:47])[C:41]([I+]C1C=CC=CC=1)=[C:40]2[O-:55]. (6) The reactants are [CH:1]([C:3]1[CH:4]=[C:5](B(O)O)[CH:6]=[CH:7][CH:8]=1)=[O:2].Br[C:13]1[C:17]2[CH:18]=[CH:19][CH:20]=[CH:21][C:16]=2[S:15][CH:14]=1.C(=O)([O-])[O-].[Cs+].[Cs+].C(O)C. The catalyst is C1C=CC([P]([Pd]([P](C2C=CC=CC=2)(C2C=CC=CC=2)C2C=CC=CC=2)([P](C2C=CC=CC=2)(C2C=CC=CC=2)C2C=CC=CC=2)[P](C2C=CC=CC=2)(C2C=CC=CC=2)C2C=CC=CC=2)(C2C=CC=CC=2)C2C=CC=CC=2)=CC=1.C1(C)C=CC=CC=1. The product is [S:15]1[C:16]2[CH:21]=[CH:20][CH:19]=[CH:18][C:17]=2[C:13]([C:5]2[CH:4]=[C:3]([CH:8]=[CH:7][CH:6]=2)[CH:1]=[O:2])=[CH:14]1. The yield is 0.940.